Dataset: Forward reaction prediction with 1.9M reactions from USPTO patents (1976-2016). Task: Predict the product of the given reaction. (1) Given the reactants [Cl-].O[NH3+:3].[C:4](=[O:7])([O-])[OH:5].[Na+].CS(C)=O.[CH3:13][O:14][C:15]1[CH:20]=[C:19]([O:21][CH3:22])[CH:18]=[CH:17][C:16]=1[C:23](=[O:53])[CH2:24][N:25]1[C:30](=[O:31])[C:29]2[CH:32]=[C:33]([CH2:35][CH3:36])[S:34][C:28]=2[N:27]([CH2:37][C:38]2[CH:43]=[CH:42][C:41]([C:44]3[C:45]([C:50]#[N:51])=[CH:46][CH:47]=[CH:48][CH:49]=3)=[CH:40][CH:39]=2)[C:26]1=[O:52], predict the reaction product. The product is: [CH3:13][O:14][C:15]1[CH:20]=[C:19]([O:21][CH3:22])[CH:18]=[CH:17][C:16]=1[C:23](=[O:53])[CH2:24][N:25]1[C:30](=[O:31])[C:29]2[CH:32]=[C:33]([CH2:35][CH3:36])[S:34][C:28]=2[N:27]([CH2:37][C:38]2[CH:43]=[CH:42][C:41]([C:44]3[CH:49]=[CH:48][CH:47]=[CH:46][C:45]=3[C:50]3[NH:3][C:4](=[O:7])[O:5][N:51]=3)=[CH:40][CH:39]=2)[C:26]1=[O:52]. (2) The product is: [CH:25]1([O:31][C:17]2[N:16]=[C:15]([C:7]3[CH:8]=[C:9]4[CH:14]=[N:13][NH:12][C:10]4=[N:11][C:6]=3[C:2]3[O:1][CH:5]=[CH:4][CH:3]=3)[CH:20]=[CH:19][N:18]=2)[CH2:30][CH2:29][CH2:28][CH2:27][CH2:26]1. Given the reactants [O:1]1[CH:5]=[CH:4][CH:3]=[C:2]1[C:6]1[N:11]=[C:10]2[NH:12][N:13]=[CH:14][C:9]2=[CH:8][C:7]=1[C:15]1[CH:20]=[CH:19][N:18]=[C:17](S(C)(=O)=O)[N:16]=1.[CH:25]1([OH:31])[CH2:30][CH2:29][CH2:28][CH2:27][CH2:26]1.[H-].[Na+].Cl, predict the reaction product. (3) Given the reactants [Cl:1][C:2]1[C:3]([O:14][CH3:15])=[C:4]([O:12][CH3:13])[C:5]([OH:11])=[C:6]([C:8](=O)[CH3:9])[CH:7]=1.[CH3:16][O:17][C:18]1[CH:19]=[C:20]([CH:24]=[CH:25][C:26]=1[O:27][CH3:28])[C:21](Cl)=[O:22].Cl.N1[CH:35]=[CH:34][CH:33]=[CH:32][CH:31]=1, predict the reaction product. The product is: [CH3:16][O:17][C:18]1[CH:19]=[C:20]([CH:24]=[CH:25][C:26]=1[O:27][CH3:28])[C:21]([O:11][C:5]1[C:6]([CH2:8][CH2:9][CH2:31][CH2:32][CH2:33][CH2:34][CH2:35][CH2:35][CH2:34][CH2:33][CH2:32][CH2:31][CH2:3][CH2:2][CH2:7][CH3:6])=[CH:7][C:2]([Cl:1])=[C:3]([O:14][CH3:15])[C:4]=1[O:12][CH3:13])=[O:22]. (4) Given the reactants [CH2:1]=[C:2]1[CH2:7][CH2:6][N:5]([C:8]([O:10][C:11]([CH3:14])([CH3:13])[CH3:12])=[O:9])[CH2:4][CH2:3]1.B1C2CCCC1CCC2.[CH3:24][O:25][C:26]1[CH:51]=[CH:50][C:29]([CH2:30][N:31]2[C:35]3=[N:36][CH:37]=[CH:38][C:39]([O:40][C:41]4[CH:46]=[CH:45][C:44]([NH2:47])=[CH:43][C:42]=4[F:48])=[C:34]3[C:33](I)=[N:32]2)=[CH:28][CH:27]=1.C(=O)([O-])[O-].[K+].[K+].[OH-].[Na+], predict the reaction product. The product is: [NH2:47][C:44]1[CH:45]=[CH:46][C:41]([O:40][C:39]2[CH:38]=[CH:37][N:36]=[C:35]3[N:31]([CH2:30][C:29]4[CH:50]=[CH:51][C:26]([O:25][CH3:24])=[CH:27][CH:28]=4)[N:32]=[C:33]([CH2:1][CH:2]4[CH2:7][CH2:6][N:5]([C:8]([O:10][C:11]([CH3:14])([CH3:13])[CH3:12])=[O:9])[CH2:4][CH2:3]4)[C:34]=23)=[C:42]([F:48])[CH:43]=1. (5) Given the reactants [CH2:1]([O:8][C:9]1[CH:10]=[C:11]([CH:15]2[O:19]C(=O)[NH:17][CH:16]2[CH2:21][C:22]2[CH:27]=[CH:26][CH:25]=[C:24]([O:28][C:29]([F:34])([F:33])[CH:30]([F:32])[F:31])[CH:23]=2)[CH:12]=[CH:13][CH:14]=1)[C:2]1[CH:7]=[CH:6][CH:5]=[CH:4][CH:3]=1.[OH-].[Na+], predict the reaction product. The product is: [NH2:17][CH:16]([CH2:21][C:22]1[CH:27]=[CH:26][CH:25]=[C:24]([O:28][C:29]([F:33])([F:34])[CH:30]([F:31])[F:32])[CH:23]=1)[CH:15]([C:11]1[CH:12]=[CH:13][CH:14]=[C:9]([O:8][CH2:1][C:2]2[CH:3]=[CH:4][CH:5]=[CH:6][CH:7]=2)[CH:10]=1)[OH:19]. (6) The product is: [CH2:18]([O:20][C:11]([C:4]1[CH:3]=[C:2]([Br:1])[CH:7]=[C:6]([CH:8]([CH3:10])[CH3:9])[N:5]=1)=[O:14])[CH3:19]. Given the reactants [Br:1][C:2]1[CH:7]=[C:6]([CH:8]([CH3:10])[CH3:9])[N:5]=[C:4]([C:11]#N)[CH:3]=1.S(=O)(=O)(O)[OH:14].[CH2:18]([OH:20])[CH3:19], predict the reaction product.